From a dataset of Catalyst prediction with 721,799 reactions and 888 catalyst types from USPTO. Predict which catalyst facilitates the given reaction. (1) Reactant: Br[C:2]1[CH:7]=[CH:6][C:5]([NH2:8])=[C:4]([N+:9]([O-:11])=[O:10])[CH:3]=1.[F:12][C:13]1[CH:18]=[CH:17][CH:16]=[CH:15][C:14]=1B(O)O.C([O-])([O-])=O.[Na+].[Na+].CCOC(C)=O. Product: [F:12][C:13]1[CH:18]=[CH:17][CH:16]=[CH:15][C:14]=1[C:2]1[CH:7]=[CH:6][C:5]([NH2:8])=[C:4]([N+:9]([O-:11])=[O:10])[CH:3]=1. The catalyst class is: 77. (2) Reactant: CC1(C)[O:6][C@@H:5]([CH2:7][CH2:8][NH:9][C:10]([CH:12]2[CH:16]([C:17]3[CH:22]=[CH:21][CH:20]=[C:19]([Cl:23])[C:18]=3[F:24])[C:15]([C:27]3[CH:32]=[CH:31][C:30]([Cl:33])=[CH:29][C:28]=3[F:34])([C:25]#[N:26])[CH:14]([CH2:35][C:36]([C:39]3[CH2:40][CH2:41][O:42][CH2:43][CH:44]=3)([CH3:38])[CH3:37])[NH:13]2)=[O:11])[CH2:4][O:3]1.Cl. Product: [OH:6][C@H:5]([CH2:4][OH:3])[CH2:7][CH2:8][NH:9][C:10]([CH:12]1[CH:16]([C:17]2[CH:22]=[CH:21][CH:20]=[C:19]([Cl:23])[C:18]=2[F:24])[C:15]([C:27]2[CH:32]=[CH:31][C:30]([Cl:33])=[CH:29][C:28]=2[F:34])([C:25]#[N:26])[CH:14]([CH2:35][C:36]([C:39]2[CH2:40][CH2:41][O:42][CH2:43][CH:44]=2)([CH3:38])[CH3:37])[NH:13]1)=[O:11]. The catalyst class is: 7. (3) Reactant: [CH3:1][C:2](=[O:7])[CH2:3][C:4](=[O:6])[CH3:5].B(OB=O)=O.[NH:13]1[C:21]2[C:16](=[CH:17][CH:18]=[C:19]([CH:22]=O)[CH:20]=2)[CH:15]=[CH:14]1.C(OC)(OC)OC.C(N)CCC.Cl. Product: [NH:13]1[C:21]2[C:16](=[CH:17][CH:18]=[C:19]([CH:22]=[CH:1][C:2](=[O:7])[CH2:3][C:4](=[O:6])[CH3:5])[CH:20]=2)[CH:15]=[CH:14]1. The catalyst class is: 13. (4) Reactant: [C:1]([C:4]([C@@H:17]1[CH2:21][CH2:20][NH:19][CH2:18]1)([C:11]1[CH:16]=[CH:15][CH:14]=[CH:13][CH:12]=1)[C:5]1[CH:10]=[CH:9][CH:8]=[CH:7][CH:6]=1)(=[O:3])[NH2:2].[CH3:22][O:23][CH:24]([O:32][CH3:33])[CH2:25][CH2:26][CH2:27][CH2:28][CH2:29][CH:30]=O.C(O[BH-](OC(=O)C)OC(=O)C)(=O)C.[Na+]. Product: [C:1]([C:4]([C@@H:17]1[CH2:21][CH2:20][N:19]([CH2:30][CH2:29][CH2:28][CH2:27][CH2:26][CH2:25][CH:24]([O:23][CH3:22])[O:32][CH3:33])[CH2:18]1)([C:11]1[CH:12]=[CH:13][CH:14]=[CH:15][CH:16]=1)[C:5]1[CH:10]=[CH:9][CH:8]=[CH:7][CH:6]=1)(=[O:3])[NH2:2]. The catalyst class is: 4.